From a dataset of Reaction yield outcomes from USPTO patents with 853,638 reactions. Predict the reaction yield, written as a fraction of the theoretical maximum amount of product (1.0 means a 100% yield; for example, 0.34 means a 34% yield). (1) The reactants are [CH3:1][N:2]1[C:6]2=[CH:7][N:8]=[CH:9][C:10]([C:11]3[CH:16]=[CH:15][C:14]([NH2:17])=[CH:13][CH:12]=3)=[C:5]2[CH:4]=[N:3]1.[F:18][C:19]1[CH:24]=[CH:23][C:22]([CH3:25])=[CH:21][C:20]=1[N:26]=[C:27]=[O:28]. The catalyst is C(Cl)Cl. The product is [F:18][C:19]1[CH:24]=[CH:23][C:22]([CH3:25])=[CH:21][C:20]=1[NH:26][C:27]([NH:17][C:14]1[CH:15]=[CH:16][C:11]([C:10]2[CH:9]=[N:8][CH:7]=[C:6]3[N:2]([CH3:1])[N:3]=[CH:4][C:5]=23)=[CH:12][CH:13]=1)=[O:28]. The yield is 0.160. (2) The reactants are [Si:1]([O:18][C@H:19]1[C@@:25]2([CH3:26])[C@H:23]([O:24]2)[CH2:22][C@@H:21]([OH:27])[CH2:20]1)([C:14]([CH3:17])([CH3:16])[CH3:15])([C:8]1[CH:13]=[CH:12][CH:11]=[CH:10][CH:9]=1)[C:2]1[CH:7]=[CH:6][CH:5]=[CH:4][CH:3]=1.N1C=CN=C1.Cl[Si:34]([CH2:39][CH3:40])([CH2:37][CH3:38])[CH2:35][CH3:36]. The catalyst is CN(C)C=O.O. The product is [C:14]([Si:1]([O:18][C@@H:19]1[CH2:20][C@H:21]([O:27][Si:34]([CH2:39][CH3:40])([CH2:37][CH3:38])[CH2:35][CH3:36])[CH2:22][C@@H:23]2[C@@:25]1([CH3:26])[O:24]2)([C:8]1[CH:9]=[CH:10][CH:11]=[CH:12][CH:13]=1)[C:2]1[CH:3]=[CH:4][CH:5]=[CH:6][CH:7]=1)([CH3:15])([CH3:16])[CH3:17]. The yield is 0.900. (3) The reactants are Cl[CH2:2][CH2:3][CH2:4][N:5]1[C:10]2[CH:11]=[CH:12][C:13]([CH3:15])=[CH:14][C:9]=2[O:8][CH2:7][C:6]1=[O:16].C([O-])([O-])=O.[K+].[K+].[Na+].[I-].[CH2:25]([CH:29]1[CH2:34][CH2:33][NH:32][CH2:31][CH2:30]1)[CH2:26][CH2:27][CH3:28]. The catalyst is CCCCCCC.CCOC(C)=O. The product is [CH2:25]([CH:29]1[CH2:34][CH2:33][N:32]([CH2:2][CH2:3][CH2:4][N:5]2[C:10]3[CH:11]=[CH:12][C:13]([CH3:15])=[CH:14][C:9]=3[O:8][CH2:7][C:6]2=[O:16])[CH2:31][CH2:30]1)[CH2:26][CH2:27][CH3:28]. The yield is 0.790.